From a dataset of Full USPTO retrosynthesis dataset with 1.9M reactions from patents (1976-2016). Predict the reactants needed to synthesize the given product. (1) Given the product [N:12]1([C:18]2[CH:19]=[CH:20][C:21]([C:24]3[C:25](=[O:34])[NH:26][C:27]4([CH2:33][CH2:32][CH2:31][CH2:30][CH2:29]4)[N:28]=3)=[CH:22][CH:23]=2)[CH:16]=[CH:15][N:14]=[CH:13]1, predict the reactants needed to synthesize it. The reactants are: N[C@@H](C(O)=O)CC1N=CNC=1.[NH:12]1[CH:16]=[CH:15][N:14]=[CH:13]1.Br[C:18]1[CH:23]=[CH:22][C:21]([C:24]2[C:25](=[O:34])[NH:26][C:27]3([CH2:33][CH2:32][CH2:31][CH2:30][CH2:29]3)[N:28]=2)=[CH:20][CH:19]=1.C(=O)([O-])[O-].[K+].[K+].C(=O)(O)[O-].[Na+]. (2) Given the product [ClH:17].[NH2:7][C@H:8]([C:9]([CH3:12])([CH3:11])[CH3:10])[CH2:13][C:14]#[N:15], predict the reactants needed to synthesize it. The reactants are: C(OC(=O)[NH:7][C@@H:8]([CH2:13][C:14]#[N:15])[C:9]([CH3:12])([CH3:11])[CH3:10])(C)(C)C.[ClH:17]. (3) Given the product [F:5][C:6]1[CH:11]=[CH:10][C:9]([CH2:12][NH:13][C:1](=[O:4])[CH3:2])=[CH:8][CH:7]=1, predict the reactants needed to synthesize it. The reactants are: [C:1]([OH:4])(=O)[CH3:2].[F:5][C:6]1[CH:11]=[CH:10][C:9]([CH2:12][NH2:13])=[CH:8][CH:7]=1.F[B-](F)(F)F.N1(OC(N(C)C)=[N+](C)C)C2C=CC=CC=2N=N1.C(N(C(C)C)C(C)C)C. (4) Given the product [F:24][C:25]1[CH:30]=[C:29]([F:31])[CH:28]=[CH:27][C:26]=1[O:32][C:2]1[CH:7]=[CH:6][C:5]([S:8]([CH3:11])(=[O:10])=[O:9])=[CH:4][C:3]=1[C:12]1[C:20]2[C:15](=[C:16]([O:21][CH3:22])[N:17]=[CH:18][CH:19]=2)[N:14]([CH3:23])[CH:13]=1, predict the reactants needed to synthesize it. The reactants are: F[C:2]1[CH:7]=[CH:6][C:5]([S:8]([CH3:11])(=[O:10])=[O:9])=[CH:4][C:3]=1[C:12]1[C:20]2[C:15](=[C:16]([O:21][CH3:22])[N:17]=[CH:18][CH:19]=2)[N:14]([CH3:23])[CH:13]=1.[F:24][C:25]1[CH:30]=[C:29]([F:31])[CH:28]=[CH:27][C:26]=1[OH:32].C(=O)([O-])[O-].[Cs+].[Cs+]. (5) Given the product [Br:1][C:2]1[CH:7]=[CH:6][C:5]([Br:8])=[CH:4][C:3]=1[S:9]([NH:12][C@@H:13]1[CH2:14][C@H:15]([CH2:25][N:26]2[C:34](=[O:35])[C:33]3[C:28](=[CH:29][CH:30]=[CH:31][CH:32]=3)[C:27]2=[O:36])[N:16]([C:18]#[N:40])[CH2:17]1)(=[O:10])=[O:11], predict the reactants needed to synthesize it. The reactants are: [Br:1][C:2]1[CH:7]=[CH:6][C:5]([Br:8])=[CH:4][C:3]=1[S:9]([NH:12][C@H:13]1[CH2:17][N:16]([C:18](OC(C)(C)C)=O)[C@@H:15]([CH2:25][N:26]2[C:34](=[O:35])[C:33]3[C:28](=[CH:29][CH:30]=[CH:31][CH:32]=3)[C:27]2=[O:36])[CH2:14]1)(=[O:11])=[O:10].Cl.CC[N:40](C(C)C)C(C)C.BrC#N.C(Cl)Cl.C(O)C(N)(CO)CO. (6) The reactants are: [O:1]=[C:2]([C:13]1[O:14][C:15]([C:18]2[CH:23]=[CH:22][CH:21]=[CH:20][N:19]=2)=[CH:16][N:17]=1)[CH2:3][CH2:4][CH2:5][CH2:6][C:7]#[C:8][Si](C)(C)C.I[C:25]1[CH:30]=[CH:29][C:28]([C:31]([F:34])([F:33])[F:32])=[CH:27][CH:26]=1. Given the product [O:1]=[C:2]([C:13]1[O:14][C:15]([C:18]2[CH:23]=[CH:22][CH:21]=[CH:20][N:19]=2)=[CH:16][N:17]=1)[CH2:3][CH2:4][CH2:5][CH2:6][C:7]#[C:8][C:25]1[CH:30]=[CH:29][C:28]([C:31]([F:34])([F:33])[F:32])=[CH:27][CH:26]=1, predict the reactants needed to synthesize it. (7) Given the product [C:16]([O:15][C:13]([NH:12][CH:4]([CH2:3][NH:2][CH:21]([CH3:23])[CH3:20])[C:5]([O:7][C:8]([CH3:9])([CH3:10])[CH3:11])=[O:6])=[O:14])([CH3:19])([CH3:18])[CH3:17], predict the reactants needed to synthesize it. The reactants are: Cl.[NH2:2][CH2:3][CH:4]([NH:12][C:13]([O:15][C:16]([CH3:19])([CH3:18])[CH3:17])=[O:14])[C:5]([O:7][C:8]([CH3:11])([CH3:10])[CH3:9])=[O:6].[CH3:20][C:21]([CH3:23])=O.[BH4-].[Na+].C([O-])(O)=O.[Na+]. (8) Given the product [CH3:19][N:5]1[C:6]([CH2:7][CH2:8][C:9]2[CH:14]=[CH:13][C:12]([C:15]([F:18])([F:17])[F:16])=[CH:11][CH:10]=2)=[C:2]([C:20]([O:21][CH2:31][CH3:32])=[O:23])[CH:3]=[N:4]1, predict the reactants needed to synthesize it. The reactants are: I[C:2]1[CH:3]=[N:4][N:5]([CH3:19])[C:6]=1[CH2:7][CH2:8][C:9]1[CH:14]=[CH:13][C:12]([C:15]([F:18])([F:17])[F:16])=[CH:11][CH:10]=1.[C:20](=[O:23])([O-])[O-:21].[K+].[K+].CN(C)C=O.[CH2:31](O)[CH3:32]. (9) Given the product [F:1][C:2]1[C:34]([F:35])=[CH:33][C:5]2[NH:6][C:7]([NH:9][C:10]3[CH:15]=[CH:14][C:13]([O:16][C:17]4[C:22]([C:23]5[CH:28]=[CH:27][N:26]=[C:25]([NH:46][CH2:45][CH2:44][CH2:43][N:40]6[CH2:39][CH2:38][N:37]([CH3:36])[CH2:42][CH2:41]6)[N:24]=5)=[CH:21][CH:20]=[CH:19][N:18]=4)=[CH:12][CH:11]=3)=[N:8][C:4]=2[CH:3]=1, predict the reactants needed to synthesize it. The reactants are: [F:1][C:2]1[C:34]([F:35])=[CH:33][C:5]2[NH:6][C:7]([NH:9][C:10]3[CH:15]=[CH:14][C:13]([O:16][C:17]4[C:22]([C:23]5[CH:28]=[CH:27][N:26]=[C:25](S(C)(=O)=O)[N:24]=5)=[CH:21][CH:20]=[CH:19][N:18]=4)=[CH:12][CH:11]=3)=[N:8][C:4]=2[CH:3]=1.[CH3:36][N:37]1[CH2:42][CH2:41][N:40]([CH2:43][CH2:44][CH2:45][NH2:46])[CH2:39][CH2:38]1.CC(O)C.